This data is from Catalyst prediction with 721,799 reactions and 888 catalyst types from USPTO. The task is: Predict which catalyst facilitates the given reaction. Reactant: [Cl:1][C:2]1[N:7]=[C:6]([C:8](N(OC)C)=[O:9])[C:5]([F:14])=[CH:4][CH:3]=1.[CH3:15][Mg]Br.Cl. Product: [Cl:1][C:2]1[N:7]=[C:6]([C:8](=[O:9])[CH3:15])[C:5]([F:14])=[CH:4][CH:3]=1. The catalyst class is: 7.